This data is from Forward reaction prediction with 1.9M reactions from USPTO patents (1976-2016). The task is: Predict the product of the given reaction. (1) Given the reactants [F:1][C:2]1[CH:7]=[CH:6][CH:5]=[CH:4][C:3]=1[O:8][CH3:9].[Li]C(CC)C.CN(C)[CH:17]=[O:18].Cl, predict the reaction product. The product is: [F:1][C:2]1[C:3]([O:8][CH3:9])=[CH:4][CH:5]=[CH:6][C:7]=1[CH:17]=[O:18]. (2) Given the reactants [F:1][CH:2]([F:14])[O:3][C:4]1[CH:5]=[CH:6][C:7]([C:10]([O:12]C)=[O:11])=[N:8][CH:9]=1.[OH-].[Li+], predict the reaction product. The product is: [F:14][CH:2]([F:1])[O:3][C:4]1[CH:5]=[CH:6][C:7]([C:10]([OH:12])=[O:11])=[N:8][CH:9]=1. (3) The product is: [N:16]1[N:17]2[CH:22]=[CH:21][CH:20]=[N:19][C:18]2=[C:14]([C:25]2[CH:30]=[C:29]([NH2:31])[CH:28]=[CH:27][N:26]=2)[CH:15]=1. Given the reactants CC([O-])=O.[K+].CC1(C)C(C)(C)OB([C:14]2[CH:15]=[N:16][N:17]3[CH:22]=[CH:21][CH:20]=[N:19][C:18]=23)O1.Cl[C:25]1[CH:30]=[C:29]([NH2:31])[CH:28]=[CH:27][N:26]=1, predict the reaction product.